This data is from Reaction yield outcomes from USPTO patents with 853,638 reactions. The task is: Predict the reaction yield, written as a fraction of the theoretical maximum amount of product (1.0 means a 100% yield; for example, 0.34 means a 34% yield). The reactants are [NH2:1][C:2]1[CH2:6][CH2:5][C@@H:4]([CH3:7])[C:3]=1[C:8]([O:10]CC)=O.C([O-])=O.[NH4+].[CH:17]([NH2:19])=O. No catalyst specified. The product is [CH3:7][C@H:4]1[C:3]2[C:8]([OH:10])=[N:19][CH:17]=[N:1][C:2]=2[CH2:6][CH2:5]1. The yield is 0.650.